From a dataset of Catalyst prediction with 721,799 reactions and 888 catalyst types from USPTO. Predict which catalyst facilitates the given reaction. (1) Reactant: [C:1]([O:5][C:6]([NH:8][C@@H:9]1[CH2:13][CH2:12][NH:11][CH2:10]1)=[O:7])([CH3:4])([CH3:3])[CH3:2].C(N(CC)CC)C.[CH2:21]([O:28][C:29](Cl)=[O:30])[C:22]1[CH:27]=[CH:26][CH:25]=[CH:24][CH:23]=1.O. Product: [CH2:21]([O:28][C:29]([N:11]1[CH2:12][CH2:13][C@@H:9]([NH:8][C:6]([O:5][C:1]([CH3:4])([CH3:2])[CH3:3])=[O:7])[CH2:10]1)=[O:30])[C:22]1[CH:27]=[CH:26][CH:25]=[CH:24][CH:23]=1. The catalyst class is: 2. (2) Reactant: [Cl:1][C:2]1[CH:7]=[CH:6][C:5](/[CH:8]=[CH:9]/[C:10]([N:12]2[CH2:17][CH2:16][CH:15]([CH2:18][CH2:19][NH:20]C(=O)OC(C)(C)C)[CH2:14][CH2:13]2)=[O:11])=[C:4]([CH2:28][N:29]2[N:33]=[N:32][C:31]([CH3:34])=[N:30]2)[CH:3]=1.C(O)(C(F)(F)F)=O. Product: [NH2:20][CH2:19][CH2:18][CH:15]1[CH2:14][CH2:13][N:12]([C:10](=[O:11])/[CH:9]=[CH:8]/[C:5]2[CH:6]=[CH:7][C:2]([Cl:1])=[CH:3][C:4]=2[CH2:28][N:29]2[N:33]=[N:32][C:31]([CH3:34])=[N:30]2)[CH2:17][CH2:16]1. The catalyst class is: 2. (3) Reactant: Cl[C:2]1[CH:3]=[C:4]2[NH:10][N:9]=[C:8]([CH2:11][C:12]3[CH:17]=[CH:16][CH:15]=[CH:14][C:13]=3[F:18])[C:5]2=[N:6][CH:7]=1.C(N(CC)CC)C. Product: [F:18][C:13]1[CH:14]=[CH:15][CH:16]=[CH:17][C:12]=1[CH2:11][C:8]1[C:5]2=[N:6][CH:7]=[CH:2][CH:3]=[C:4]2[NH:10][N:9]=1. The catalyst class is: 791. (4) Reactant: [CH3:1][O:2][C:3](=[O:16])[C:4]1[CH:9]=[C:8]([S:10]([CH3:13])(=[O:12])=[O:11])[C:7](F)=[CH:6][C:5]=1[Cl:15].Cl.[CH3:18][NH:19][CH3:20].C(=O)([O-])[O-].[K+].[K+]. Product: [CH3:1][O:2][C:3](=[O:16])[C:4]1[CH:9]=[C:8]([S:10]([CH3:13])(=[O:12])=[O:11])[C:7]([N:19]([CH3:20])[CH3:18])=[CH:6][C:5]=1[Cl:15]. The catalyst class is: 16. (5) Reactant: N1C=CC=CC=1.CS(C)=O.[OH:11][CH2:12][CH:13]1[CH2:18][N:17]([C:19]([O:21][C:22]([CH3:25])([CH3:24])[CH3:23])=[O:20])[CH2:16][CH2:15][N:14]1[C:26]([O:28][CH2:29][C:30]1[CH:35]=[CH:34][CH:33]=[CH:32][CH:31]=1)=[O:27].CCN(C(C)C)C(C)C. Product: [CH:12]([CH:13]1[CH2:18][N:17]([C:19]([O:21][C:22]([CH3:25])([CH3:23])[CH3:24])=[O:20])[CH2:16][CH2:15][N:14]1[C:26]([O:28][CH2:29][C:30]1[CH:35]=[CH:34][CH:33]=[CH:32][CH:31]=1)=[O:27])=[O:11]. The catalyst class is: 2. (6) Reactant: [CH3:1][C:2]1[N:7]([C:8]2[CH:13]=[CH:12][CH:11]=[C:10]([C:14]([F:17])([F:16])[F:15])[CH:9]=2)[C:6](=[O:18])[C:5]([C:19]([NH:21][CH2:22][C:23]2[CH:28]=[CH:27][C:26]([S:29]([CH3:32])(=[O:31])=[O:30])=[CH:25][CH:24]=2)=[O:20])=[CH:4][C:3]=1[CH:33]=[CH2:34].[Br:35]N1C(=O)CCC1=O.C(OO[C:53](=[O:60])C1C=CC=CC=1)(=O)C1C=CC=CC=1. Product: [Br:35][CH2:34][CH:33]([C:3]1[CH:4]=[C:5]([C:19]([NH:21][CH2:22][C:23]2[CH:24]=[CH:25][C:26]([S:29]([CH3:32])(=[O:31])=[O:30])=[CH:27][CH:28]=2)=[O:20])[C:6](=[O:18])[N:7]([C:8]2[CH:13]=[CH:12][CH:11]=[C:10]([C:14]([F:17])([F:15])[F:16])[CH:9]=2)[C:2]=1[CH3:1])[O:60][CH3:53]. The catalyst class is: 5. (7) Reactant: [CH3:1][CH:2]([C:4]1[CH:9]=[CH:8][CH:7]=[CH:6][C:5]=1[N:10]1[CH2:15][CH2:14][NH:13][CH2:12][C:11]1=[O:16])[CH3:3].C(Cl)CCl.[Cl:21][C:22]1[C:30]([C:31]([F:34])([F:33])[F:32])=[CH:29][CH:28]=[CH:27][C:23]=1[C:24](O)=[O:25].C(O)(=O)CC(CC(O)=O)(C(O)=O)O. Product: [Cl:21][C:22]1[C:30]([C:31]([F:33])([F:34])[F:32])=[CH:29][CH:28]=[CH:27][C:23]=1[C:24]([N:13]1[CH2:14][CH2:15][N:10]([C:5]2[CH:6]=[CH:7][CH:8]=[CH:9][C:4]=2[CH:2]([CH3:1])[CH3:3])[C:11](=[O:16])[CH2:12]1)=[O:25]. The catalyst class is: 166.